From a dataset of Peptide-MHC class II binding affinity with 134,281 pairs from IEDB. Regression. Given a peptide amino acid sequence and an MHC pseudo amino acid sequence, predict their binding affinity value. This is MHC class II binding data. (1) The peptide sequence is SWEYWGAQLNAMKPD. The MHC is HLA-DQA10301-DQB10302 with pseudo-sequence HLA-DQA10301-DQB10302. The binding affinity (normalized) is 0.434. (2) The peptide sequence is KLLPVPPTVTIFKIS. The MHC is DRB1_0802 with pseudo-sequence DRB1_0802. The binding affinity (normalized) is 0.550.